From a dataset of Forward reaction prediction with 1.9M reactions from USPTO patents (1976-2016). Predict the product of the given reaction. (1) Given the reactants [C:1]([O:5][C:6](=[O:25])[NH:7][C@@H:8]([C@H:16]1[CH2:21][CH2:20][C@@H:19]([N:22]=[N+]=[N-])[CH2:18][CH2:17]1)[C:9](=[O:15])[N:10]1[CH2:14][CH2:13][CH2:12][CH2:11]1)([CH3:4])([CH3:3])[CH3:2].[H][H], predict the reaction product. The product is: [C:1]([O:5][C:6](=[O:25])[NH:7][C@@H:8]([C@H:16]1[CH2:21][CH2:20][C@@H:19]([NH2:22])[CH2:18][CH2:17]1)[C:9](=[O:15])[N:10]1[CH2:11][CH2:12][CH2:13][CH2:14]1)([CH3:4])([CH3:2])[CH3:3]. (2) Given the reactants [H-].[Na+].[Br:3][C:4]1[CH:5]=[C:6]2[C:10](=[CH:11][CH:12]=1)[NH:9][N:8]=[C:7]2[CH3:13].CC1C=CC(S(O[CH2:25][C:26]2([C:29]#[N:30])[CH2:28][CH2:27]2)(=O)=O)=CC=1.[Cl-].[NH4+], predict the reaction product. The product is: [Br:3][C:4]1[CH:12]=[CH:11][C:10]2[C:6](=[C:7]([CH3:13])[N:8]([CH2:25][C:26]3([C:29]#[N:30])[CH2:28][CH2:27]3)[N:9]=2)[CH:5]=1. (3) The product is: [F:21][C:22]1[CH:29]=[CH:28][CH:27]=[CH:26][C:23]=1[CH2:24][N:18]1[CH:19]=[C:15]([C:12]2[C:11]3[CH:20]=[C:7]([C:4]4[O:3][C:2]([CH3:1])=[N:6][N:5]=4)[CH:8]=[CH:9][C:10]=3[O:14][CH:13]=2)[CH:16]=[N:17]1. Given the reactants [CH3:1][C:2]1[O:3][C:4]([C:7]2[CH:8]=[CH:9][C:10]3[O:14][CH:13]=[C:12]([C:15]4[CH:16]=[N:17][NH:18][CH:19]=4)[C:11]=3[CH:20]=2)=[N:5][N:6]=1.[F:21][C:22]1[CH:29]=[CH:28][CH:27]=[CH:26][C:23]=1[CH2:24]Br, predict the reaction product. (4) Given the reactants [C:1]([OH:12])(=O)/[CH:2]=[C:3](/[CH2:5][CH2:6][CH:7]=[C:8]([CH3:10])[CH3:9])\[CH3:4].[CH2:13]([N:15](CC)CC)C.Cl.CN.C1C=CC(P(N=[N+]=[N-])(C2C=CC=CC=2)=O)=CC=1, predict the reaction product. The product is: [CH3:13][NH:15][C:1](=[O:12])/[CH:2]=[C:3](\[CH3:4])/[CH2:5][CH2:6][CH:7]=[C:8]([CH3:10])[CH3:9].